From a dataset of Reaction yield outcomes from USPTO patents with 853,638 reactions. Predict the reaction yield, written as a fraction of the theoretical maximum amount of product (1.0 means a 100% yield; for example, 0.34 means a 34% yield). (1) The reactants are [NH2:1][C:2]1[CH:7]=[C:6]([CH:8]2[CH2:13][CH2:12][CH2:11][NH:10][CH2:9]2)[CH:5]=[CH:4][C:3]=1[CH3:14].[OH-].[Na+].[CH2:17]([O:24][C:25](O[C:25]([O:24][CH2:17][C:18]1[CH:23]=[CH:22][CH:21]=[CH:20][CH:19]=1)=[O:26])=[O:26])[C:18]1[CH:23]=[CH:22][CH:21]=[CH:20][CH:19]=1. The catalyst is O1CCCC1.C(OCC)C. The product is [CH2:17]([O:24][C:25]([N:10]1[CH2:11][CH2:12][CH2:13][CH:8]([C:6]2[CH:5]=[CH:4][C:3]([CH3:14])=[C:2]([NH2:1])[CH:7]=2)[CH2:9]1)=[O:26])[C:18]1[CH:23]=[CH:22][CH:21]=[CH:20][CH:19]=1. The yield is 0.660. (2) The reactants are [NH2:1][C:2]1[C:3]([C:30]([O:32]CC)=O)=[N:4][C:5]([C:23]2[CH:28]=[CH:27][CH:26]=[C:25]([OH:29])[CH:24]=2)=[N:6][C:7]=1[NH:8][C@H:9]1[CH2:14][CH2:13][C@H:12]([NH:15]C(OC(C)(C)C)=O)[CH2:11][CH2:10]1.[NH2:35]C1C(C(OCC)=O)=NC(Cl)=NC=1N[C@H]1CC[C@H](NC(OC(C)(C)C)=O)CC1.[OH:63][C:64]1C=C(B(O)O)C=CC=1.C1(P(C2CCCCC2)C2C=CC=CC=2C2C(OC)=CC=CC=2OC)CCCCC1.P([O-])([O-])([O-])=O.[K+].[K+].[K+]. The catalyst is O1CCCC1.C([O-])(=O)C.[Pd+2].C([O-])(=O)C.O. The product is [NH2:15][C@H:12]1[CH2:13][CH2:14][C@H:9]([N:8]2[C:64](=[O:63])[NH:1][C:2]3[C:7]2=[N:6][C:5]([C:23]2[CH:28]=[CH:27][CH:26]=[C:25]([OH:29])[CH:24]=2)=[N:4][C:3]=3[C:30]([NH2:35])=[O:32])[CH2:10][CH2:11]1. The yield is 0.260.